From a dataset of Full USPTO retrosynthesis dataset with 1.9M reactions from patents (1976-2016). Predict the reactants needed to synthesize the given product. The reactants are: [C:1]1([C:7](=[O:24])[CH:8]([C:18]2[CH:23]=[CH:22][CH:21]=[CH:20][CH:19]=2)[CH2:9]/[CH:10]=[CH:11]/[C:12]2[CH:17]=[CH:16][CH:15]=[CH:14][CH:13]=2)[CH:6]=[CH:5][CH:4]=[CH:3][CH:2]=1. Given the product [C:1]1([C:7](=[O:24])[CH:8]([C:18]2[CH:19]=[CH:20][CH:21]=[CH:22][CH:23]=2)[CH2:9][CH2:10][CH2:11][C:12]2[CH:13]=[CH:14][CH:15]=[CH:16][CH:17]=2)[CH:6]=[CH:5][CH:4]=[CH:3][CH:2]=1, predict the reactants needed to synthesize it.